From a dataset of Forward reaction prediction with 1.9M reactions from USPTO patents (1976-2016). Predict the product of the given reaction. (1) Given the reactants [Cl:1][C:2]1[CH:3]=[CH:4][C:5]([O:45][CH:46]([F:48])[F:47])=[C:6]([C:8]2[C:12]([NH:13][C:14]([C:16]3[CH:17]=[N:18][N:19]4[CH:24]=[CH:23][CH:22]=[N:21][C:20]=34)=[O:15])=[CH:11][N:10]([CH2:25][C:26]([N:28]3[CH2:33][CH2:32][CH:31]([C:34]([O:36][CH2:37][CH:38]4[CH2:43][CH2:42][N:41]([CH3:44])[CH2:40][CH2:39]4)=[O:35])[CH2:30][CH2:29]3)=[O:27])[N:9]=2)[CH:7]=1.[C:49](OC(N1CCC(C)(C(O)=O)CC1)=O)(C)(C)C, predict the reaction product. The product is: [Cl:1][C:2]1[CH:3]=[CH:4][C:5]([O:45][CH:46]([F:48])[F:47])=[C:6]([C:8]2[C:12]([NH:13][C:14]([C:16]3[CH:17]=[N:18][N:19]4[CH:24]=[CH:23][CH:22]=[N:21][C:20]=34)=[O:15])=[CH:11][N:10]([CH2:25][C:26]([N:28]3[CH2:29][CH2:30][C:31]([CH3:49])([C:34]([O:36][CH2:37][CH:38]4[CH2:43][CH2:42][N:41]([CH3:44])[CH2:40][CH2:39]4)=[O:35])[CH2:32][CH2:33]3)=[O:27])[N:9]=2)[CH:7]=1. (2) The product is: [CH2:11]([O:10][C:8]([C:7]1[C:2]([Cl:1])=[CH:3][C:20](=[O:19])[N:5]([CH3:4])[CH:6]=1)=[O:9])[CH3:12]. Given the reactants [Cl:1][C:2]1[C:7]([C:8]([O:10][CH2:11][CH3:12])=[O:9])=[CH:6][N:5]=[C:4](Cl)[CH:3]=1.S([O:19][CH3:20])(OC)(=O)=O, predict the reaction product.